This data is from Catalyst prediction with 721,799 reactions and 888 catalyst types from USPTO. The task is: Predict which catalyst facilitates the given reaction. Product: [NH2:1][C:2]1[C:7]([Cl:8])=[C:6]([C:9]([OH:11])=[O:10])[N:5]=[C:4]([C:13]2[CH:14]=[N:15][C:16]([C:19]([F:20])([F:22])[F:21])=[CH:17][CH:18]=2)[C:3]=1[F:23]. The catalyst class is: 5. Reactant: [NH2:1][C:2]1[C:7]([Cl:8])=[C:6]([C:9]([O:11]C)=[O:10])[N:5]=[C:4]([C:13]2[CH:14]=[N:15][C:16]([C:19]([F:22])([F:21])[F:20])=[CH:17][CH:18]=2)[C:3]=1[F:23].[OH-].[Li+].